This data is from Orexin1 receptor HTS with 218,158 compounds and 233 confirmed actives. The task is: Binary Classification. Given a drug SMILES string, predict its activity (active/inactive) in a high-throughput screening assay against a specified biological target. (1) The compound is s1c2ncnc(N3CCN(CC3)CC)c2c(c1C(OCC)=O)C. The result is 0 (inactive). (2) The result is 0 (inactive). The compound is O(CC(=O)c1c(OC)ccc(OC)c1)C(=O)c1oc(cc1)C. (3) The compound is S(=O)(=O)(NCc1occc1)c1ccc(NC(=O)c2c3c(nc(c2)c2cc(OC)c(OC)c(OC)c2)cccc3)cc1. The result is 0 (inactive). (4) The compound is S(=O)(=O)(Nc1ccc(cc1)C)c1cc(C(=O)NCC(N2CCOCC2)c2ccc(F)cc2)ccc1. The result is 0 (inactive). (5) The compound is Clc1ccc(S(=O)(=O)N2CCC(CC2)C(OCC(=O)Nc2noc(c2)C)=O)cc1. The result is 0 (inactive).